From a dataset of Forward reaction prediction with 1.9M reactions from USPTO patents (1976-2016). Predict the product of the given reaction. (1) The product is: [F:1][C:2]1[CH:3]=[C:4]([CH2:17][OH:18])[C:5]2[O:9][C:8]([C:10](=[O:11])[CH3:15])=[CH:7][C:6]=2[CH:16]=1. Given the reactants [F:1][C:2]1[CH:3]=[C:4]([CH2:17][OH:18])[C:5]2[O:9][C:8]([C:10]3([CH3:15])OCC[O:11]3)=[CH:7][C:6]=2[CH:16]=1.Cl, predict the reaction product. (2) Given the reactants [CH2:1]([C:8]1[S:12][C:11]([C:13]2[CH:18]=[C:17]([F:19])[CH:16]=[CH:15][C:14]=2[F:20])=[N:10][C:9]=1[CH:21]=[N:22][S@@:23]([C:25]([CH3:28])([CH3:27])[CH3:26])=[O:24])[C:2]1[CH:7]=[CH:6][CH:5]=[CH:4][CH:3]=1.[Li][C:30]([CH3:33])([CH3:32])[CH3:31], predict the reaction product. The product is: [CH2:1]([C:8]1[S:12][C:11]([C:13]2[CH:18]=[C:17]([F:19])[CH:16]=[CH:15][C:14]=2[F:20])=[N:10][C:9]=1[C@H:21]([NH:22][S@@:23]([C:25]([CH3:28])([CH3:27])[CH3:26])=[O:24])[C:30]([CH3:33])([CH3:32])[CH3:31])[C:2]1[CH:3]=[CH:4][CH:5]=[CH:6][CH:7]=1. (3) The product is: [CH3:1][N:2]1[CH2:7][CH2:6][CH:5]([N:8]2[CH2:9][CH2:10][CH:11]([NH:14][CH2:15][C:16]3[CH:21]=[CH:20][C:19]([CH:22]([C:24]4[CH:29]=[CH:28][N:27]=[CH:26][CH:25]=4)[OH:23])=[CH:18][CH:17]=3)[CH2:12][CH2:13]2)[CH2:4][CH2:3]1. Given the reactants [CH3:1][N:2]1[CH2:7][CH2:6][CH:5]([N:8]2[CH2:13][CH2:12][CH:11]([NH:14][CH2:15][C:16]3[CH:21]=[CH:20][C:19]([C:22]([C:24]4[CH:29]=[CH:28][N:27]=[CH:26][CH:25]=4)=[O:23])=[CH:18][CH:17]=3)[CH2:10][CH2:9]2)[CH2:4][CH2:3]1.[BH4-].[Na+], predict the reaction product. (4) Given the reactants [C:1]([O:7][C:8]1[CH:13]=[CH:12][CH:11]=[CH:10][C:9]=1[Cl:14])(=[O:6])[CH2:2][CH2:3][C:4]#[CH:5].I[C:16]1[N:17]=[C:18]([CH3:21])[S:19][CH:20]=1, predict the reaction product. The product is: [CH3:21][C:18]1[S:19][CH:20]=[C:16]([C:5]#[C:4][CH2:3][CH2:2][C:1]([O:7][C:8]2[CH:13]=[CH:12][CH:11]=[CH:10][C:9]=2[Cl:14])=[O:6])[N:17]=1. (5) Given the reactants [CH3:1][S:2][C:3]1[N:4]=[CH:5][C:6]2[C:12](=[O:13])[NH:11][CH:10]=[CH:9][C:7]=2[N:8]=1.C(=O)([O-])[O-].[Cs+].[Cs+].Br[CH2:21][CH:22]1[CH2:24][CH2:23]1, predict the reaction product. The product is: [CH:22]1([CH2:21][N:11]2[CH:10]=[CH:9][C:7]3[N:8]=[C:3]([S:2][CH3:1])[N:4]=[CH:5][C:6]=3[C:12]2=[O:13])[CH2:24][CH2:23]1. (6) Given the reactants C(=O)([O-])[O-].[K+].[K+].[O:7]1[C:11]2([CH2:16][CH2:15][CH2:14][CH2:13][CH2:12]2)[O:10][CH2:9][CH2:8]1.[CH2:17]([N:24]1[C:33](=[O:34])[C:32]2[C:27](=[CH:28][C:29]([O:36][CH3:37])=[C:30]([OH:35])[CH:31]=2)[N:26]=[CH:25]1)[C:18]1[CH:23]=[CH:22][CH:21]=[CH:20][CH:19]=1.O, predict the reaction product. The product is: [CH2:17]([N:24]1[C:33](=[O:34])[C:32]2[C:27](=[CH:28][C:29]([O:36][CH3:37])=[C:30]([O:35][CH:14]3[CH2:15][CH2:16][C:11]4([O:10][CH2:9][CH2:8][O:7]4)[CH2:12][CH2:13]3)[CH:31]=2)[N:26]=[CH:25]1)[C:18]1[CH:19]=[CH:20][CH:21]=[CH:22][CH:23]=1. (7) Given the reactants [F:1][C:2]([F:21])([F:20])[O:3][C:4]1[CH:5]=[C:6]2[C:10](=[CH:11][CH:12]=1)[NH:9][C:8]1[CH2:13][CH:14]3[NH:19][CH:18]([C:7]2=1)[CH2:17][CH2:16][CH2:15]3.[CH3:22][C:23]1[CH:28]=[CH:27][CH:26]=[CH:25][C:24]=1[CH:29]=[CH2:30], predict the reaction product. The product is: [CH3:22][C:23]1[CH:28]=[CH:27][CH:26]=[CH:25][C:24]=1[CH2:29][CH2:30][N:9]1[C:10]2[C:6](=[CH:5][C:4]([O:3][C:2]([F:1])([F:20])[F:21])=[CH:12][CH:11]=2)[C:7]2[CH:18]3[NH:19][CH:14]([CH2:13][C:8]1=2)[CH2:15][CH2:16][CH2:17]3. (8) Given the reactants Cl.[C:2]1(=O)[CH2:9][CH2:8][CH2:7][CH2:6][CH2:5][CH2:4][CH2:3]1.[CH2:11]([NH2:15])[CH2:12][CH2:13][CH3:14].C(=O)([O-])[O-].[Na+].[Na+].[CH3:22][O:23][C:24]([CH:26]([C:31](OC)=[O:32])[C:27](OC)=[O:28])=[O:25], predict the reaction product. The product is: [CH2:11]([N:15]1[C:27](=[O:28])[C:26]([C:24]([O:23][CH3:22])=[O:25])=[C:31]([OH:32])[C:3]2[CH2:4][CH2:5][CH2:6][CH2:7][CH2:8][CH2:9][C:2]1=2)[CH2:12][CH2:13][CH3:14].